From a dataset of Experimentally validated miRNA-target interactions with 360,000+ pairs, plus equal number of negative samples. Binary Classification. Given a miRNA mature sequence and a target amino acid sequence, predict their likelihood of interaction. (1) The miRNA is cel-miR-790-5p with sequence CUUGGCACUCGCGAACACCGCG. The protein sequence of the target gene is MSSTKLEDSLSRRNWSSASELNETQEPFLNPTDYDDEEFLRYLWREYLHPKEYEWVLIAGYIIVFVVALIGNVLVCVAVWKNHHMRTVTNYFIVNLSLADVLVTITCLPATLVVDITETWFFGQSLCKVIPYLQTVSVSVSVLTLSCIALDRWYAICHPLMFKSTAKRARNSIVVIWIVSCIIMIPQAIVMECSSMLPGLANKTTLFTVCDEHWGGEVYPKMYHICFFLVTYMAPLCLMILAYLQIFRKLWCRQIPGTSSVVQRKWKQQQPVSQPRGSGQQSKARISAVAAEIKQIRARR.... Result: 0 (no interaction). (2) The miRNA is hsa-miR-4682 with sequence UCUGAGUUCCUGGAGCCUGGUCU. The protein sequence of the target gene is MAAATRGCRPWGSLLGLLGLVSAAAAAWDLASLRCTLGAFCECDFRPDLPGLECDLAQHLAGQHLAKALVVKALKAFVRDPAPTKPLVLSLHGWTGTGKSYVSSLLAHYLFQGGLRSPRVHHFSPVLHFPHPSHIERYKKDLKSWVQGNLTACGRSLFLFDEMDKMPPGLMEVLRPFLGSSWVVYGTNYRKAIFIFIRWLLKLGHHGRAPPRRSGALPPAPAAPRPALRAQRAGPAGPGAKG. Result: 1 (interaction). (3) The miRNA is hsa-miR-6781-3p with sequence UGCCUCUUUUCCACGGCCUCAG. The protein sequence of the target gene is MAPKGKVGTRGKKQIFEENRETLKFYLRIILGANAIYCLVTLVFFYSSASFWAWLALGFSLAVYGASYHSMSSMARAAFSEDGALMDGGMDLNMEQGMAEHLKDVILLTAIVQVLSCFSLYVWSFWLLAPGRALYLLWVNVLGPWFTADSGTPAPEHNEKRQRRQERRQMKRL. Result: 0 (no interaction). (4) The miRNA is hsa-miR-181d-5p with sequence AACAUUCAUUGUUGUCGGUGGGU. The protein sequence of the target gene is MVRILANGEIVQDDDPRVRTTTQPPRGSIPRQSFFNRGHGAPPGGPGPRQQQAGARLGAAQSPFNDLNRQLVNMGFPQWHLGNHAVEPVTSILLLFLLMMLGVRGLLLVGLVYLVSHLSQR. Result: 1 (interaction). (5) The miRNA is hsa-miR-4520-5p with sequence CCUGCGUGUUUUCUGUCCAA. The protein sequence of the target gene is MALSVETESHIYRALRTASGAAAHLVALGFTIFVAVLARPGSSLFSWHPVLMSLAFSFLMTEALLMFSPESSLLRSLSRKVRARCHWVLQLLALLCALLGLGLVILHKEQLGKAHLTTRHGQAGLLAVLWAGLQCSGGMGLLYPKLLPRWPLAKLKLYHATSGLVGYLLGSASLLLGMFSLWFTATVTGGAWYLAVLCPILTSLVIMNQVSNAYLYRKRIQP. Result: 0 (no interaction). (6) The protein sequence of the target gene is MCGPAMFPAGPPWPRVRVVQVLWALLAVLLASWRLWAIKDFQECTWQVVLNEFKRVGESGVSDSFFEQEPVDTVSSLFHMLVDSPIDPSEKYLGFPYYLKINYSCEEKPSEDLVRMGHLTGLKPLVLVTFQSPVNFYRWKIEQLQIQMEAAPFRSKEPCMAEEVCSMSWYTPMPIKKGSVVMRVDISSNGLGTFIPDKRFQMNINGFLKRDRDNNIQFTVGEELFNLMPQYFVGVSSRPLWHTVDQSPVLILGGIPNEKYVLMTDTSFKDFSLVELSIDSCWVGSFYCPHSGFTATIYDT.... Result: 0 (no interaction). The miRNA is hsa-miR-6890-3p with sequence CCACUGCCUAUGCCCCACAG. (7) The miRNA is hsa-miR-125a-3p with sequence ACAGGUGAGGUUCUUGGGAGCC. The protein sequence of the target gene is MEAERGPERRPAERSSPGQTPEEGAQALAEFAALHGPALRASGVPERYWGRLLHKLEHEVFDAGEVFGIMQVEEVEEEEDEAAREVRKQQPNPGNELCYKVIVTRESGLQAAHPNSIFLIDHAWTCRVEHARQQLQQVPGLLHRMANLMGIEFHGELPSTEAVALVLEEMWKFNQTYQLAHGTAEEKMPVWYIMDEFGSRIQHADVPSFATAPFFYMPQQVAYTLLWPLRDLDTGEEVTRDFAYGETDPLIRKCMLLPWAPTDMLDLSSCTPEPPAEHYQAILEENKEKLPLDINPVVHP.... Result: 1 (interaction).